Dataset: Forward reaction prediction with 1.9M reactions from USPTO patents (1976-2016). Task: Predict the product of the given reaction. (1) Given the reactants [CH3:1][C:2]1[C:3]([C:7]([O:9][CH2:10][CH3:11])=[O:8])=[N:4][NH:5][N:6]=1.Br[CH2:13][CH:14]([CH3:16])[CH3:15].C(=O)([O-])[O-].[K+].[K+].[I-].[K+], predict the reaction product. The product is: [CH2:13]([N:5]1[N:4]=[C:3]([C:7]([O:9][CH2:10][CH3:11])=[O:8])[C:2]([CH3:1])=[N:6]1)[CH:14]([CH3:16])[CH3:15]. (2) Given the reactants [CH2:1]([N:4]1[CH:8]=[C:7]([C:9]2[CH:10]=[C:11]([CH:24]=[CH:25][CH:26]=2)[CH2:12][CH2:13][O:14][CH2:15][CH2:16][C:17]([O:19]C(C)(C)C)=O)[N:6]=[N:5]1)[CH:2]=[CH2:3].[CH3:27][O:28][CH:29]([O:38][CH3:39])[CH2:30][NH:31][CH:32]1[CH2:37][CH2:36][CH2:35][CH2:34][CH2:33]1.C(OCC)(=O)C, predict the reaction product. The product is: [CH2:1]([N:4]1[CH:8]=[C:7]([C:9]2[CH:10]=[C:11]([CH:24]=[CH:25][CH:26]=2)[CH2:12][CH2:13][O:14][CH2:15][CH2:16][C:17]([N:31]([CH:32]2[CH2:37][CH2:36][CH2:35][CH2:34][CH2:33]2)[CH2:30][CH:29]([O:38][CH3:39])[O:28][CH3:27])=[O:19])[N:6]=[N:5]1)[CH:2]=[CH2:3]. (3) Given the reactants [F:1][C:2]([F:7])([F:6])[C:3]([O-:5])=[O:4].C(OC([NH:15]/[C:16](=[N:46]\C(OC(C)(C)C)=O)/[N:17]([CH3:45])[CH2:18][C:19]([N:21]([CH3:44])[CH2:22][CH2:23][CH2:24][P+:25]([C:38]1[CH:43]=[CH:42][CH:41]=[CH:40][CH:39]=1)([C:32]1[CH:37]=[CH:36][CH:35]=[CH:34][CH:33]=1)[C:26]1[CH:31]=[CH:30][CH:29]=[CH:28][CH:27]=1)=[O:20])=O)(C)(C)C, predict the reaction product. The product is: [F:1][C:2]([F:7])([F:6])[C:3]([O-:5])=[O:4].[F:1][C:2]([F:7])([F:6])[C:3]([O-:5])=[O:4].[NH3+:46][C:16](=[NH:15])[N:17]([CH3:45])[CH2:18][C:19]([N:21]([CH3:44])[CH2:22][CH2:23][CH2:24][P+:25]([C:26]1[CH:31]=[CH:30][CH:29]=[CH:28][CH:27]=1)([C:32]1[CH:33]=[CH:34][CH:35]=[CH:36][CH:37]=1)[C:38]1[CH:43]=[CH:42][CH:41]=[CH:40][CH:39]=1)=[O:20].